From a dataset of Reaction yield outcomes from USPTO patents with 853,638 reactions. Predict the reaction yield, written as a fraction of the theoretical maximum amount of product (1.0 means a 100% yield; for example, 0.34 means a 34% yield). The catalyst is C(N(CC)C1C=CC=CC=1)C. The reactants are [N:1]1[N:2]=[C:3]([NH:6][CH:7]2[CH2:10][CH:9]([C:11]([O:13][CH2:14][CH3:15])=[O:12])[CH2:8]2)[NH:4][CH:5]=1.[C:16]([C:18]1[CH:23]=[CH:22][CH:21]=[CH:20][C:19]=1[C:24]1[CH:29]=[CH:28][C:27]([CH2:30][CH:31]([C:37](=O)[CH2:38][CH2:39][CH3:40])[C:32](OCC)=[O:33])=[C:26]([F:42])[CH:25]=1)#[N:17].Cl. The yield is 0.140. The product is [C:16]([C:18]1[CH:23]=[CH:22][CH:21]=[CH:20][C:19]=1[C:24]1[CH:29]=[CH:28][C:27]([CH2:30][C:31]2[C:32](=[O:33])[N:6]([C@H:7]3[CH2:8][C@H:9]([C:11]([O:13][CH2:14][CH3:15])=[O:12])[CH2:10]3)[C:3]3[N:2]([N:1]=[CH:5][N:4]=3)[C:37]=2[CH2:38][CH2:39][CH3:40])=[C:26]([F:42])[CH:25]=1)#[N:17].